Dataset: Forward reaction prediction with 1.9M reactions from USPTO patents (1976-2016). Task: Predict the product of the given reaction. Given the reactants [Br:1][C:2]1[CH:7]=[CH:6][C:5]([C:8]([CH:10]2[CH2:15][CH2:14][NH:13][CH2:12][CH2:11]2)=[O:9])=[CH:4][CH:3]=1.CCN(CC)CC.[CH3:23][C:24]([O:27][C:28](O[C:28]([O:27][C:24]([CH3:26])([CH3:25])[CH3:23])=[O:29])=[O:29])([CH3:26])[CH3:25], predict the reaction product. The product is: [C:24]([O:27][C:28]([N:13]1[CH2:14][CH2:15][CH:10]([C:8](=[O:9])[C:5]2[CH:6]=[CH:7][C:2]([Br:1])=[CH:3][CH:4]=2)[CH2:11][CH2:12]1)=[O:29])([CH3:26])([CH3:25])[CH3:23].